Predict the reaction yield, written as a fraction of the theoretical maximum amount of product (1.0 means a 100% yield; for example, 0.34 means a 34% yield). From a dataset of Reaction yield outcomes from USPTO patents with 853,638 reactions. The reactants are [CH3:1][O:2][C:3]1[C:8]([CH:9]([OH:18])[C:10]#[C:11][C:12]2[CH:17]=[CH:16][CH:15]=[CH:14][CH:13]=2)=[CH:7][CH:6]=C(OC)N=1.[Cl:21][C:22]1C(OC)=C(C=O)C=C[N:23]=1. No catalyst specified. The product is [Cl:21][C:22]1[C:3]([O:2][CH3:1])=[C:8]([CH:9]([OH:18])[C:10]#[C:11][C:12]2[CH:13]=[CH:14][CH:15]=[CH:16][CH:17]=2)[CH:7]=[CH:6][N:23]=1. The yield is 1.00.